Dataset: Catalyst prediction with 721,799 reactions and 888 catalyst types from USPTO. Task: Predict which catalyst facilitates the given reaction. (1) Reactant: [C:1]([O:5][C:6]([N:8]1[CH2:24][CH2:23][C:11]2([CH2:15][N:14]([C:16]3[N:21]=[CH:20][C:19](Br)=[CH:18][N:17]=3)[CH2:13][CH2:12]2)[CH2:10][CH2:9]1)=[O:7])([CH3:4])([CH3:3])[CH3:2].[Li]CCCC.[CH3:30][S:31]SC. Product: [C:1]([O:5][C:6]([N:8]1[CH2:24][CH2:23][C:11]2([CH2:15][N:14]([C:16]3[N:21]=[CH:20][C:19]([S:31][CH3:30])=[CH:18][N:17]=3)[CH2:13][CH2:12]2)[CH2:10][CH2:9]1)=[O:7])([CH3:4])([CH3:3])[CH3:2]. The catalyst class is: 1. (2) Reactant: [Cl-].O[NH3+:3].[C:4](=[O:7])([O-])[OH:5].[Na+].CS(C)=O.[CH2:13]([C:15]1[N:16]=[C:17]([CH2:48][CH2:49][CH3:50])[N:18]([CH2:32][C:33]2[CH:38]=[CH:37][C:36]([C:39]3[C:40]([C:45]#[N:46])=[CH:41][CH:42]=[CH:43][CH:44]=3)=[CH:35][C:34]=2[F:47])[C:19](=[O:31])[C:20]=1[C:21]1[CH:22]=[N:23][C:24]([O:27][CH:28]([CH3:30])[CH3:29])=[CH:25][CH:26]=1)[CH3:14]. Product: [CH2:13]([C:15]1[N:16]=[C:17]([CH2:48][CH2:49][CH3:50])[N:18]([CH2:32][C:33]2[CH:38]=[CH:37][C:36]([C:39]3[CH:44]=[CH:43][CH:42]=[CH:41][C:40]=3[C:45]3[NH:3][C:4](=[O:7])[O:5][N:46]=3)=[CH:35][C:34]=2[F:47])[C:19](=[O:31])[C:20]=1[C:21]1[CH:22]=[N:23][C:24]([O:27][CH:28]([CH3:29])[CH3:30])=[CH:25][CH:26]=1)[CH3:14]. The catalyst class is: 6. (3) Reactant: [C:1]([O:5][C:6]([NH:8][C@@H:9]([CH2:13][C:14]1[C:15]([OH:20])=[N:16][O:17][C:18]=1[CH3:19])[C:10]([OH:12])=O)=[O:7])([CH3:4])([CH3:3])[CH3:2].CCN(C(C)C)C(C)C.CN(C(ON1N=NC2C=CC=NC1=2)=[N+](C)C)C.F[P-](F)(F)(F)(F)F.[CH2:54]([O:58][C:59]([N:61]1[CH2:66][CH2:65][NH:64][CH2:63][CH2:62]1)=[O:60])[CH2:55][CH2:56][CH3:57]. Product: [CH2:54]([O:58][C:59]([N:61]1[CH2:66][CH2:65][N:64]([C:10](=[O:12])[C@@H:9]([NH:8][C:6]([O:5][C:1]([CH3:2])([CH3:3])[CH3:4])=[O:7])[CH2:13][C:14]2[C:15]([OH:20])=[N:16][O:17][C:18]=2[CH3:19])[CH2:63][CH2:62]1)=[O:60])[CH2:55][CH2:56][CH3:57]. The catalyst class is: 3. (4) Reactant: [C:1]([O:5][C:6](=[O:27])[NH:7][C@H:8]([C:12]1[CH:17]=[C:16]([C:18]2[N:22]([CH:23]([F:25])[F:24])[N:21]=[CH:20][C:19]=2[NH2:26])[CH:15]=[CH:14][N:13]=1)[CH2:9][CH:10]=[CH2:11])([CH3:4])([CH3:3])[CH3:2].[CH3:28][CH:29]([CH:33]=[CH2:34])[C:30](O)=[O:31].N1C=CC=CC=1.C(P1(=O)OP(CCC)(=O)OP(CCC)(=O)O1)CC. Product: [C:1]([O:5][C:6](=[O:27])[NH:7][C@H:8]([C:12]1[CH:17]=[C:16]([C:18]2[N:22]([CH:23]([F:25])[F:24])[N:21]=[CH:20][C:19]=2[NH:26][C:30](=[O:31])[CH:29]([CH3:28])[CH:33]=[CH2:34])[CH:15]=[CH:14][N:13]=1)[CH2:9][CH:10]=[CH2:11])([CH3:2])([CH3:3])[CH3:4]. The catalyst class is: 25. (5) Reactant: [NH2:1][C:2]1[C:3]([C:19]([O:21]C)=[O:20])=[N:4][C:5]([C:8]2[CH2:9][CH2:10][N:11]([S:14]([CH2:17][CH3:18])(=[O:16])=[O:15])[CH2:12][CH:13]=2)=[CH:6][N:7]=1.[OH-].[Na+].Cl. Product: [NH2:1][C:2]1[C:3]([C:19]([OH:21])=[O:20])=[N:4][C:5]([C:8]2[CH2:13][CH2:12][N:11]([S:14]([CH2:17][CH3:18])(=[O:16])=[O:15])[CH2:10][CH:9]=2)=[CH:6][N:7]=1. The catalyst class is: 24. (6) Reactant: Cl[CH2:2][C:3]1[CH:4]=[CH:5][C:6]2[S:11][C:10]3[N:12]=[CH:13][CH:14]=[N:15][C:9]=3[N:8]([CH2:16][O:17][CH3:18])[C:7]=2[CH:19]=1.[N:20]1[CH:28]=[C:27]2[C:23]([N:24]=[CH:25][NH:26]2)=[N:22][CH:21]=1.[H-].[Na+]. Product: [N:20]1[CH:28]=[C:27]2[C:23]([N:24]([CH2:2][C:3]3[CH:4]=[CH:5][C:6]4[S:11][C:10]5[N:12]=[CH:13][CH:14]=[N:15][C:9]=5[N:8]([CH2:16][O:17][CH3:18])[C:7]=4[CH:19]=3)[CH:25]=[N:26]2)=[N:22][CH:21]=1.[N:20]1[CH:28]=[C:27]2[C:23]([N:24]=[CH:25][N:26]2[CH2:2][C:3]2[CH:4]=[CH:5][C:6]3[S:11][C:10]4[N:12]=[CH:13][CH:14]=[N:15][C:9]=4[N:8]([CH2:16][O:17][CH3:18])[C:7]=3[CH:19]=2)=[N:22][CH:21]=1. The catalyst class is: 9.